This data is from NCI-60 drug combinations with 297,098 pairs across 59 cell lines. The task is: Regression. Given two drug SMILES strings and cell line genomic features, predict the synergy score measuring deviation from expected non-interaction effect. Drug 1: CC1C(C(CC(O1)OC2CC(CC3=C2C(=C4C(=C3O)C(=O)C5=C(C4=O)C(=CC=C5)OC)O)(C(=O)CO)O)N)O.Cl. Drug 2: C1CCC(C(C1)N)N.C(=O)(C(=O)[O-])[O-].[Pt+4]. Cell line: SK-MEL-28. Synergy scores: CSS=-0.420, Synergy_ZIP=-1.03, Synergy_Bliss=3.50, Synergy_Loewe=-0.406, Synergy_HSA=0.446.